Task: Predict which catalyst facilitates the given reaction.. Dataset: Catalyst prediction with 721,799 reactions and 888 catalyst types from USPTO (1) Reactant: [C:1]([C:4]1[CH:5]=[CH:6][C:7]([OH:26])=[C:8]([S:10]([N:13]([CH2:15][CH2:16][C:17]2[CH:22]=[CH:21][C:20]([CH:23]([CH3:25])[CH3:24])=[CH:19][CH:18]=2)[CH3:14])(=[O:12])=[O:11])[CH:9]=1)(=[NH:3])[NH2:2].[N:27]1([CH2:33][CH2:34][O:35][C:36](ON2C(=O)CCC2=O)=[O:37])[CH2:32][CH2:31][O:30][CH2:29][CH2:28]1.O. Product: [NH2:3][C:1](=[N:2][C:36]([O:35][CH2:34][CH2:33][N:27]1[CH2:32][CH2:31][O:30][CH2:29][CH2:28]1)=[O:37])[C:4]1[CH:5]=[CH:6][C:7]([OH:26])=[C:8]([S:10]([N:13]([CH2:15][CH2:16][C:17]2[CH:18]=[CH:19][C:20]([CH:23]([CH3:24])[CH3:25])=[CH:21][CH:22]=2)[CH3:14])(=[O:12])=[O:11])[CH:9]=1. The catalyst class is: 9. (2) Reactant: [CH3:1][O:2]/[N:3]=[C:4](/[C:31]1[CH:36]=[CH:35][CH:34]=[CH:33][CH:32]=1)\[CH2:5][O:6][C:7]1[CH:30]=[CH:29][C:10]([CH2:11][O:12][C:13]2[CH:18]=[CH:17][C:16]([CH:19]3[O:23]C(=O)O[CH:20]3[C:25]([O:27][CH3:28])=[O:26])=[CH:15][CH:14]=2)=[CH:9][CH:8]=1.[CH2:37](N(CC)CC)C.[C:44]1([SH:50])[CH:49]=[CH:48][CH:47]=[CH:46][CH:45]=1. Product: [OH:23][CH:19]([C:16]1[CH:17]=[CH:18][C:13]([O:12][CH2:11][C:10]2[CH:29]=[CH:30][C:7]([O:6][CH2:5]/[C:4](=[N:3]\[O:2][CH3:1])/[C:31]3[CH:32]=[CH:33][CH:34]=[CH:35][CH:36]=3)=[CH:8][CH:9]=2)=[CH:14][CH:15]=1)[CH:20]([S:50][C:44]1[CH:49]=[CH:48][CH:47]=[CH:46][CH:45]=1)[C:25]([O:27][CH2:28][CH3:37])=[O:26]. The catalyst class is: 1. (3) Reactant: CS(O[CH2:6][C:7]1[C:8]([CH:33]([O:36][CH3:37])[O:34][CH3:35])=[N:9][C:10]2[N:11]([C:17](=[O:32])[NH:18][C:19]3[CH:24]=[C:23]([NH:25][CH2:26][CH2:27][O:28][CH3:29])[C:22]([C:30]#[N:31])=[CH:21][N:20]=3)[CH2:12][CH2:13][CH2:14][C:15]=2[CH:16]=1)(=O)=O.CCN(CC)CC.[CH3:45][N:46]1[CH2:51][CH2:50][NH:49][CH2:48][C:47]1=[O:52]. Product: [C:30]([C:22]1[C:23]([NH:25][CH2:26][CH2:27][O:28][CH3:29])=[CH:24][C:19]([NH:18][C:17]([N:11]2[C:10]3[C:15](=[CH:16][C:7]([CH2:6][N:49]4[CH2:50][CH2:51][N:46]([CH3:45])[C:47](=[O:52])[CH2:48]4)=[C:8]([CH:33]([O:36][CH3:37])[O:34][CH3:35])[N:9]=3)[CH2:14][CH2:13][CH2:12]2)=[O:32])=[N:20][CH:21]=1)#[N:31]. The catalyst class is: 2. (4) Reactant: F[C:2]1[C:3]([CH3:22])=[N:4][C:5]2[C:10]([N:11]=1)=[C:9]([C:12]1[NH:20][C:19]3[CH2:18][CH2:17][NH:16][C:15](=[O:21])[C:14]=3[CH:13]=1)[CH:8]=[CH:7][CH:6]=2.[NH4+:23].[OH-]. Product: [NH2:23][C:2]1[C:3]([CH3:22])=[N:4][C:5]2[C:10]([N:11]=1)=[C:9]([C:12]1[NH:20][C:19]3[CH2:18][CH2:17][NH:16][C:15](=[O:21])[C:14]=3[CH:13]=1)[CH:8]=[CH:7][CH:6]=2. The catalyst class is: 41. (5) Reactant: [N:1]1([C:7]2[CH:12]=[CH:11][C:10]([C:13]3[N:22]=[C:21]([NH:23][CH2:24][C@@H:25]4[O:30][CH2:29][CH2:28][N:27]([C:31]([O:33][C:34]([CH3:37])([CH3:36])[CH3:35])=[O:32])[CH2:26]4)[C:20]4[C:15](=[N:16][CH:17]=[CH:18][N:19]=4)[CH:14]=3)=[CH:9][CH:8]=2)[CH2:6][CH2:5][NH:4][CH2:3][CH2:2]1.[CH:38]1([S:41](Cl)(=[O:43])=[O:42])[CH2:40][CH2:39]1.CCN(CC)CC. Product: [CH:38]1([S:41]([N:4]2[CH2:5][CH2:6][N:1]([C:7]3[CH:8]=[CH:9][C:10]([C:13]4[N:22]=[C:21]([NH:23][CH2:24][C@@H:25]5[O:30][CH2:29][CH2:28][N:27]([C:31]([O:33][C:34]([CH3:37])([CH3:36])[CH3:35])=[O:32])[CH2:26]5)[C:20]5[C:15](=[N:16][CH:17]=[CH:18][N:19]=5)[CH:14]=4)=[CH:11][CH:12]=3)[CH2:2][CH2:3]2)(=[O:43])=[O:42])[CH2:40][CH2:39]1. The catalyst class is: 2. (6) Reactant: [NH2:1][C:2]1[CH:3]=[C:4]([CH:7]=[CH:8][N:9]=1)[C:5]#[N:6].[Cl:10][CH2:11][C:12]([CH2:14]Cl)=O. Product: [ClH:10].[Cl:10][CH2:11][C:12]1[N:1]=[C:2]2[CH:3]=[C:4]([C:5]#[N:6])[CH:7]=[CH:8][N:9]2[CH:14]=1. The catalyst class is: 8. (7) Reactant: [OH:1][CH:2]1[CH2:7][N:6]([C:8]([O:10][C:11]([CH3:14])([CH3:13])[CH3:12])=[O:9])[CH2:5][CH:4]([C:15]([O:17][CH3:18])=[O:16])[CH2:3]1.CC(OI1(OC(C)=O)(OC(C)=O)OC(=O)C2C=CC=CC1=2)=O. Product: [O:1]=[C:2]1[CH2:7][N:6]([C:8]([O:10][C:11]([CH3:12])([CH3:13])[CH3:14])=[O:9])[CH2:5][CH:4]([C:15]([O:17][CH3:18])=[O:16])[CH2:3]1. The catalyst class is: 2.